Task: Predict the product of the given reaction.. Dataset: Forward reaction prediction with 1.9M reactions from USPTO patents (1976-2016) The product is: [NH2:7][CH2:8][CH2:9][N:10]([CH2:51][C:52]1[CH:53]=[CH:54][CH:55]=[CH:56][CH:57]=1)[C@@H:11]1[CH2:18][N:17]2[C:19]3[CH:20]=[C:21]([C:32]([NH:34][S:35]([N:38]([CH3:39])[CH2:40][CH:41]=[O:42])(=[O:37])=[O:36])=[O:33])[CH:22]=[CH:23][C:24]=3[C:25]([CH:26]3[CH2:31][CH2:30][CH2:29][CH2:28][CH2:27]3)=[C:16]2[C:15]2[CH:46]=[CH:47][C:48]([F:50])=[CH:49][C:14]=2[O:13][CH2:12]1. Given the reactants C(OC(=O)[NH:7][CH2:8][CH2:9][N:10]([CH2:51][C:52]1[CH:57]=[CH:56][CH:55]=[CH:54][CH:53]=1)[C@@H:11]1[CH2:18][N:17]2[C:19]3[CH:20]=[C:21]([C:32]([NH:34][S:35]([N:38]([CH2:40][CH:41](OC)[O:42]C)[CH3:39])(=[O:37])=[O:36])=[O:33])[CH:22]=[CH:23][C:24]=3[C:25]([CH:26]3[CH2:31][CH2:30][CH2:29][CH2:28][CH2:27]3)=[C:16]2[C:15]2[CH:46]=[CH:47][C:48]([F:50])=[CH:49][C:14]=2[O:13][CH2:12]1)(C)(C)C.Cl, predict the reaction product.